Task: Predict which catalyst facilitates the given reaction.. Dataset: Catalyst prediction with 721,799 reactions and 888 catalyst types from USPTO (1) Reactant: CC1(C)[O:6][C@@H:5]([CH2:7][O:8][NH:9][C:10]([C:12]2[S:20][C:15]3=[CH:16][N:17]=[CH:18][CH:19]=[C:14]3[C:13]=2[NH:21][C:22]2[CH:27]=[CH:26][C:25]([I:28])=[CH:24][C:23]=2[F:29])=[O:11])[CH2:4][O:3]1. Product: [OH:6][C@H:5]([CH2:4][OH:3])[CH2:7][O:8][NH:9][C:10]([C:12]1[S:20][C:15]2=[CH:16][N:17]=[CH:18][CH:19]=[C:14]2[C:13]=1[NH:21][C:22]1[CH:27]=[CH:26][C:25]([I:28])=[CH:24][C:23]=1[F:29])=[O:11]. The catalyst class is: 240. (2) Reactant: [Cl:1][C:2]1[CH:3]=[CH:4][C:5]([NH:14][C:15]2[N:19]([CH3:20])[C:18]3[C:21]([N:25]([CH2:29][CH2:30][CH3:31])[CH2:26][CH2:27][CH3:28])=[CH:22][CH:23]=[CH:24][C:17]=3[N:16]=2)=[C:6]([CH:13]=1)[O:7][CH2:8][CH2:9][CH2:10][C:11]#N.[OH-:32].[Na+].[OH2:34]. Product: [Cl:1][C:2]1[CH:3]=[CH:4][C:5]([NH:14][C:15]2[N:19]([CH3:20])[C:18]3[C:21]([N:25]([CH2:29][CH2:30][CH3:31])[CH2:26][CH2:27][CH3:28])=[CH:22][CH:23]=[CH:24][C:17]=3[N:16]=2)=[C:6]([CH:13]=1)[O:7][CH2:8][CH2:9][CH2:10][C:11]([OH:34])=[O:32]. The catalyst class is: 14. (3) Reactant: [C:1]([C:3]1[C:11]2[C:6](=[N:7][C:8]([CH3:13])=[CH:9][C:10]=2[CH3:12])[N:5]([CH:14]2[C:22]3[C:17](=[CH:18][CH:19]=[CH:20][CH:21]=3)[CH2:16][CH2:15]2)[C:4]=1/[CH:23]=[CH:24]/[C:25]([O:27]CC)=[O:26])#[N:2].[OH-].[Na+].O.Cl. Product: [C:1]([C:3]1[C:11]2[C:6](=[N:7][C:8]([CH3:13])=[CH:9][C:10]=2[CH3:12])[N:5]([CH:14]2[C:22]3[C:17](=[CH:18][CH:19]=[CH:20][CH:21]=3)[CH2:16][CH2:15]2)[C:4]=1/[CH:23]=[CH:24]/[C:25]([OH:27])=[O:26])#[N:2]. The catalyst class is: 199.